From a dataset of Forward reaction prediction with 1.9M reactions from USPTO patents (1976-2016). Predict the product of the given reaction. (1) Given the reactants [NH2:1][C:2]1[CH:35]=[CH:34][C:5]([O:6][C:7]2[C:16]3[C:11](=[CH:12][C:13]([O:19][CH2:20][CH:21]4[CH2:26][CH2:25][N:24]([C:27]([O:29][C:30]([CH3:33])([CH3:32])[CH3:31])=[O:28])[CH2:23][CH2:22]4)=[C:14]([O:17][CH3:18])[CH:15]=3)[N:10]=[CH:9][CH:8]=2)=[C:4]([F:36])[CH:3]=1.COC1C=C2C(=CC=1OC)N=CC=C2OC1C=CC(N[C:59]([N:61]2[CH2:65][CH2:64][N:63]([C:66]3[CH:71]=[CH:70][CH:69]=[CH:68][CH:67]=3)[C:62]2=[O:72])=[O:60])=CC=1F, predict the reaction product. The product is: [F:36][C:4]1[CH:3]=[C:2]([NH:1][C:59]([N:61]2[CH2:65][CH2:64][N:63]([C:66]3[CH:71]=[CH:70][CH:69]=[CH:68][CH:67]=3)[C:62]2=[O:72])=[O:60])[CH:35]=[CH:34][C:5]=1[O:6][C:7]1[C:16]2[C:11](=[CH:12][C:13]([O:19][CH2:20][CH:21]3[CH2:26][CH2:25][N:24]([C:27]([O:29][C:30]([CH3:32])([CH3:33])[CH3:31])=[O:28])[CH2:23][CH2:22]3)=[C:14]([O:17][CH3:18])[CH:15]=2)[N:10]=[CH:9][CH:8]=1. (2) Given the reactants C[O:2][C:3](=O)[CH2:4][C:5]1[CH:10]=[CH:9][C:8]([O:11][CH2:12][C:13]2[CH:18]=[CH:17][CH:16]=[CH:15][CH:14]=2)=[CH:7][CH:6]=1.[H-].[Al+3].[Li+].[H-].[H-].[H-], predict the reaction product. The product is: [CH2:12]([O:11][C:8]1[CH:7]=[CH:6][C:5]([CH2:4][CH2:3][OH:2])=[CH:10][CH:9]=1)[C:13]1[CH:14]=[CH:15][CH:16]=[CH:17][CH:18]=1.